Predict which catalyst facilitates the given reaction. From a dataset of Catalyst prediction with 721,799 reactions and 888 catalyst types from USPTO. (1) Reactant: [Cl:1][C:2]1[CH:3]=[N:4][C:5]2[C:6](=[O:12])[NH:7][CH:8]=[CH:9][C:10]=2[CH:11]=1.CO.C(#N)C.F[B-](F)(F)F.ClC[N+]12CC[N+](F)(CC1)CC2.[F:34][B-](F)(F)F.CCO[C:42](C)=[O:43]. Product: [Cl:1][C:2]1[CH:3]=[N:4][C:5]2[C:6](=[O:12])[NH:7][CH:8]([O:43][CH3:42])[CH:9]([F:34])[C:10]=2[CH:11]=1. The catalyst class is: 6. (2) Reactant: CCN(C(C)C)C(C)C.[F:10][C:11]([F:22])([F:21])[C:12]1[C:17]([C:18]([OH:20])=O)=[CH:16][N:15]=[CH:14][CH:13]=1.C1C=CC2N(O)N=NC=2C=1.CCN=C=NCCCN(C)C.Cl.[O:45]=[C:46]([N:63]1[CH2:68][CH2:67][NH:66][CH2:65][CH2:64]1)[CH2:47][NH:48][C:49]([C:51]1[CH:56]=[CH:55][C:54]([C:57]2[CH:62]=[CH:61][CH:60]=[CH:59][CH:58]=2)=[CH:53][CH:52]=1)=[O:50]. Product: [O:45]=[C:46]([N:63]1[CH2:68][CH2:67][N:66]([C:18]([C:17]2[CH:16]=[N:15][CH:14]=[CH:13][C:12]=2[C:11]([F:10])([F:22])[F:21])=[O:20])[CH2:65][CH2:64]1)[CH2:47][NH:48][C:49]([C:51]1[CH:52]=[CH:53][C:54]([C:57]2[CH:62]=[CH:61][CH:60]=[CH:59][CH:58]=2)=[CH:55][CH:56]=1)=[O:50]. The catalyst class is: 18. (3) Reactant: [NH2:1][CH2:2][CH2:3][CH2:4][N:5]1[C:9]([C:10]2[CH:15]=[CH:14][C:13]([F:16])=[CH:12][CH:11]=2)=[C:8]([C:17]2[CH:18]=[CH:19][C:20]3[O:25][CH2:24][C:23](=[O:26])[NH:22][C:21]=3[CH:27]=2)[C:7]([CH3:28])=[N:6]1.C(N(CC)CC)C.[CH3:36][S:37](Cl)(=[O:39])=[O:38].O. Product: [F:16][C:13]1[CH:14]=[CH:15][C:10]([C:9]2[N:5]([CH2:4][CH2:3][CH2:2][NH:1][S:37]([CH3:36])(=[O:39])=[O:38])[N:6]=[C:7]([CH3:28])[C:8]=2[C:17]2[CH:18]=[CH:19][C:20]3[O:25][CH2:24][C:23](=[O:26])[NH:22][C:21]=3[CH:27]=2)=[CH:11][CH:12]=1. The catalyst class is: 3.